From a dataset of Full USPTO retrosynthesis dataset with 1.9M reactions from patents (1976-2016). Predict the reactants needed to synthesize the given product. (1) Given the product [C:1]([O:4][CH:5]1[C:9]2=[N:10][CH:11]=[C:12]([NH:28][C:46]([C:44]3[CH:43]=[CH:42][C:41]([F:49])=[C:40]([C:31]4[C:32]([F:39])=[CH:33][C:34]([S:36]([CH3:38])=[O:37])=[CH:35][C:30]=4[F:29])[N:45]=3)=[O:47])[C:13]([N:14]3[CH2:19][CH2:18][CH2:17][C@H:16]([NH:20][C:21]([O:23][C:24]([CH3:27])([CH3:26])[CH3:25])=[O:22])[CH2:15]3)=[C:8]2[CH2:7][CH2:6]1)(=[O:3])[CH3:2], predict the reactants needed to synthesize it. The reactants are: [C:1]([O:4][CH:5]1[C:9]2=[N:10][CH:11]=[C:12]([NH2:28])[C:13]([N:14]3[CH2:19][CH2:18][CH2:17][C@H:16]([NH:20][C:21]([O:23][C:24]([CH3:27])([CH3:26])[CH3:25])=[O:22])[CH2:15]3)=[C:8]2[CH2:7][CH2:6]1)(=[O:3])[CH3:2].[F:29][C:30]1[CH:35]=[C:34]([S:36]([CH3:38])=[O:37])[CH:33]=[C:32]([F:39])[C:31]=1[C:40]1[N:45]=[C:44]([C:46](O)=[O:47])[CH:43]=[CH:42][C:41]=1[F:49].CN(C(ON1N=NC2C=CC=NC1=2)=[N+](C)C)C.F[P-](F)(F)(F)(F)F.CCN(C(C)C)C(C)C. (2) Given the product [CH3:26][NH:25][C:13]1[S:14][C@H:15]2[O:16][C@H:17]([C@@:18]([OH:24])([CH3:23])[C:19]([F:20])([F:21])[F:22])[C@@H:9]([OH:8])[CH2:10][C@H:11]2[N:12]=1, predict the reactants needed to synthesize it. The reactants are: C([O:8][C@@H:9]1[C@@H:17]([C@@:18]([OH:24])([CH3:23])[C:19]([F:22])([F:21])[F:20])[O:16][C@H:15]2[C@H:11]([N:12]=[C:13]([N:25](C)[C:26](=O)OC(C)(C)C)[S:14]2)[CH2:10]1)C1C=CC=CC=1.B(Cl)(Cl)Cl. (3) Given the product [CH3:15][C:13]1([CH3:14])[O:12][C:11]([NH:16][C@H:17]([C:19]2[CH:24]=[CH:23][CH:22]=[CH:21][C:20]=2[F:25])[CH3:18])=[N:10][S:9](=[O:27])(=[O:26])[CH:8]1[C:4]1[CH:5]=[CH:6][CH:7]=[CH:2][CH:3]=1, predict the reactants needed to synthesize it. The reactants are: Br[C:2]1[CH:3]=[C:4]([CH:8]2[C:13]([CH3:15])([CH3:14])[O:12][C:11]([NH:16][C@H:17]([C:19]3[CH:24]=[CH:23][CH:22]=[CH:21][C:20]=3[F:25])[CH3:18])=[N:10][S:9]2(=[O:27])=[O:26])[CH:5]=[CH:6][CH:7]=1. (4) Given the product [Cl:20][C:21]1[CH:22]=[C:23]([C:27]2[C:36]3[C:31](=[CH:32][CH:33]=[C:34]([C:37]([C:39]4[CH:43]=[CH:42][O:41][CH:40]=4)([OH:38])[C:11]4[N:7]([CH3:6])[CH:8]=[N:9][CH:10]=4)[CH:35]=3)[N:30]([CH3:44])[C:29](=[O:45])[CH:28]=2)[CH:24]=[CH:25][CH:26]=1, predict the reactants needed to synthesize it. The reactants are: [Li]CCCC.[CH3:6][N:7]1[CH:11]=[CH:10][N:9]=[CH:8]1.Cl[Si](CC)(CC)CC.[Cl:20][C:21]1[CH:22]=[C:23]([C:27]2[C:36]3[C:31](=[CH:32][CH:33]=[C:34]([C:37]([C:39]4[CH:43]=[CH:42][O:41][CH:40]=4)=[O:38])[CH:35]=3)[N:30]([CH3:44])[C:29](=[O:45])[CH:28]=2)[CH:24]=[CH:25][CH:26]=1. (5) Given the product [O:19]=[S:11]1(=[O:20])[C:12]2[CH:18]=[CH:17][CH:16]=[CH:15][C:13]=2[NH:14][C:9]([C:6]2[C:7](=[O:8])[N:2]([N:1]=[CH:25][C:26]3[CH:33]=[CH:32][CH:31]=[CH:30][C:27]=3[CH3:28])[C:3]3[CH:24]=[CH:23][S:22][C:4]=3[C:5]=2[OH:21])=[N:10]1, predict the reactants needed to synthesize it. The reactants are: [NH2:1][N:2]1[C:7](=[O:8])[C:6]([C:9]2[NH:14][C:13]3[CH:15]=[CH:16][CH:17]=[CH:18][C:12]=3[S:11](=[O:20])(=[O:19])[N:10]=2)=[C:5]([OH:21])[C:4]2[S:22][CH:23]=[CH:24][C:3]1=2.[CH3:25][C:26]1[CH:33]=[CH:32][CH:31]=[CH:30][C:27]=1[CH:28]=O. (6) Given the product [C:36]([NH:2][C@@H:3]1[CH2:8][CH2:7][C@H:6]([NH:9][C:10]([C:12]2[C:16]3[N:17]=[CH:18][N:19]=[C:20]([C:21]4[C:29]5[O:28][CH2:27][O:26][C:25]=5[CH:24]=[CH:23][C:22]=4[O:30][CH2:31][CH:32]4[CH2:34][CH2:33]4)[C:15]=3[NH:14][C:13]=2[CH3:35])=[O:11])[CH2:5][CH2:4]1)(=[O:38])[CH3:37], predict the reactants needed to synthesize it. The reactants are: Cl.[NH2:2][C@@H:3]1[CH2:8][CH2:7][C@H:6]([NH:9][C:10]([C:12]2[C:16]3[N:17]=[CH:18][N:19]=[C:20]([C:21]4[C:29]5[O:28][CH2:27][O:26][C:25]=5[CH:24]=[CH:23][C:22]=4[O:30][CH2:31][CH:32]4[CH2:34][CH2:33]4)[C:15]=3[NH:14][C:13]=2[CH3:35])=[O:11])[CH2:5][CH2:4]1.[C:36](Cl)(=[O:38])[CH3:37]. (7) Given the product [Cl:8][C:4]1[N:3]=[C:2]([NH:9][CH:10]2[CH:15]3[CH2:14][CH2:13][CH:12]([CH2:17][CH2:16]3)[CH:11]2[C:18]([O:20][CH3:21])=[O:19])[CH:7]=[N:6][CH:5]=1, predict the reactants needed to synthesize it. The reactants are: Cl[C:2]1[CH:7]=[N:6][CH:5]=[C:4]([Cl:8])[N:3]=1.[NH2:9][CH:10]1[CH:15]2[CH2:16][CH2:17][CH:12]([CH2:13][CH2:14]2)[CH:11]1[C:18]([O:20][CH3:21])=[O:19].C(N(CC)C(C)C)(C)C. (8) Given the product [Cl:71][C:51]1[N:50]=[C:49]([C@@H:39]([NH:38][C:20](=[O:37])[CH2:21][N:22]2[C:26]3[C:27]([F:31])([F:32])[C@@H:28]4[CH2:30][C@@H:29]4[C:25]=3[C:24]([C:33]([F:35])([F:34])[F:36])=[N:23]2)[CH2:40][C:41]2[CH:46]=[C:45]([F:47])[CH:44]=[C:43]([F:48])[CH:42]=2)[C:54]([C:55]2[CH:56]=[CH:57][C:58]([Cl:70])=[C:59]3[C:63]=2[N:62]([CH3:64])[N:61]=[C:60]3[NH:65][S:66]([CH3:69])(=[O:67])=[O:68])=[CH:53][CH:52]=1, predict the reactants needed to synthesize it. The reactants are: BrC1C([C@@H](N[C:20](=[O:37])[CH2:21][N:22]2[C:26]3[C:27]([F:32])([F:31])[C@@H:28]4[CH2:30][C@@H:29]4[C:25]=3[C:24]([C:33]([F:36])([F:35])[F:34])=[N:23]2)CC2C=C(F)C=C(F)C=2)=NC(Br)=CC=1.[NH2:38][C@H:39]([C:49]1[C:54]([C:55]2[CH:56]=[CH:57][C:58]([Cl:70])=[C:59]3[C:63]=2[N:62]([CH3:64])[N:61]=[C:60]3[NH:65][S:66]([CH3:69])(=[O:68])=[O:67])=[CH:53][CH:52]=[C:51]([Cl:71])[N:50]=1)[CH2:40][C:41]1[CH:46]=[C:45]([F:47])[CH:44]=[C:43]([F:48])[CH:42]=1.